From a dataset of Forward reaction prediction with 1.9M reactions from USPTO patents (1976-2016). Predict the product of the given reaction. Given the reactants [C:1]1([N:7]=[C:8]=S)[CH:6]=[CH:5][CH:4]=[CH:3][CH:2]=1.[CH:10]1([NH2:16])[CH2:15][CH2:14][CH2:13][CH2:12][CH2:11]1.C(N(CC)CC)C.II, predict the reaction product. The product is: [CH:1]1([N:7]=[C:8]=[N:16][C:10]2[CH:15]=[CH:14][CH:13]=[CH:12][CH:11]=2)[CH2:6][CH2:5][CH2:4][CH2:3][CH2:2]1.